From a dataset of NCI-60 drug combinations with 297,098 pairs across 59 cell lines. Regression. Given two drug SMILES strings and cell line genomic features, predict the synergy score measuring deviation from expected non-interaction effect. (1) Drug 1: C1=C(C(=O)NC(=O)N1)N(CCCl)CCCl. Drug 2: C1C(C(OC1N2C=C(C(=O)NC2=O)F)CO)O. Cell line: SNB-75. Synergy scores: CSS=39.0, Synergy_ZIP=-9.65, Synergy_Bliss=-8.08, Synergy_Loewe=-26.7, Synergy_HSA=-3.89. (2) Drug 1: C1=CC(=CC=C1CCCC(=O)O)N(CCCl)CCCl. Drug 2: C1C(C(OC1N2C=C(C(=O)NC2=O)F)CO)O. Cell line: HT29. Synergy scores: CSS=50.0, Synergy_ZIP=-2.06, Synergy_Bliss=-2.39, Synergy_Loewe=-13.2, Synergy_HSA=3.05.